Dataset: CYP1A2 inhibition data for predicting drug metabolism from PubChem BioAssay. Task: Regression/Classification. Given a drug SMILES string, predict its absorption, distribution, metabolism, or excretion properties. Task type varies by dataset: regression for continuous measurements (e.g., permeability, clearance, half-life) or binary classification for categorical outcomes (e.g., BBB penetration, CYP inhibition). Dataset: cyp1a2_veith. (1) The drug is CCSc1c(C(=O)NC)ccc2c1C(=O)c1ccccc1C2=O. The result is 1 (inhibitor). (2) The compound is COc1cccc(-c2cncnc2NC2CCNCC2)c1. The result is 0 (non-inhibitor). (3) The compound is CCc1cc2c(nc1CC)CCN(CC/C(C)=N/O[C@@H](C)c1cc(-c3c(C)cc(C)cc3C)no1)C2. The result is 0 (non-inhibitor). (4) The result is 0 (non-inhibitor). The drug is C[C@H](Oc1ccccc1)C(=O)N[C@@H]1C(=O)N2[C@@H](C(=O)[O-])C(C)(C)S[C@H]12.[K+].